This data is from Catalyst prediction with 721,799 reactions and 888 catalyst types from USPTO. The task is: Predict which catalyst facilitates the given reaction. (1) Reactant: [C:1]([O:5][C:6](=[O:40])[CH2:7][N:8]1[C:14]2[CH:15]=[CH:16][CH:17]=[CH:18][C:13]=2[CH2:12][CH2:11][C@H:10]([NH:19][C:20]([C:22]2([CH2:27][CH:28]([CH2:32][C:33]([NH:35][CH:36]([CH3:38])[CH3:37])=[O:34])[C:29]([OH:31])=[O:30])[CH2:26][CH2:25][CH2:24][CH2:23]2)=[O:21])[C:9]1=[O:39])([CH3:4])([CH3:3])[CH3:2].[CH3:41][O:42][CH2:43][CH2:44][O:45][CH2:46]Cl.C(N(CC)CC)C. Product: [CH3:41][O:42][CH2:43][CH2:44][O:45][CH2:46][C:28]([CH2:27][C:22]1([C:20]([NH:19][C@H:10]2[CH2:11][CH2:12][C:13]3[CH:18]=[CH:17][CH:16]=[CH:15][C:14]=3[N:8]([CH2:7][C:6]([O:5][C:1]([CH3:2])([CH3:4])[CH3:3])=[O:40])[C:9]2=[O:39])=[O:21])[CH2:26][CH2:25][CH2:24][CH2:23]1)([CH2:32][C:33]([NH:35][CH:36]([CH3:37])[CH3:38])=[O:34])[C:29]([OH:31])=[O:30]. The catalyst class is: 154. (2) Reactant: [F:1][C:2]1[CH:3]=[C:4]([C:8]2[C:17]3[CH:16]=[C:15]([O:18][CH3:19])[CH:14]=[CH:13][C:12]=3[C:11](=[O:20])[N:10]3[CH2:21][CH2:22][CH2:23][C:24](=[O:25])[C:9]=23)[CH:5]=[CH:6][CH:7]=1.CO.C(Cl)Cl.[BH4-].[Na+]. Product: [F:1][C:2]1[CH:3]=[C:4]([C:8]2[C:17]3[CH:16]=[C:15]([O:18][CH3:19])[CH:14]=[CH:13][C:12]=3[C:11](=[O:20])[N:10]3[CH2:21][CH2:22][CH2:23][CH:24]([OH:25])[C:9]=23)[CH:5]=[CH:6][CH:7]=1. The catalyst class is: 25. (3) Reactant: [C:1]([C:5]1[N:10]=[C:9]([N:11]2[CH2:16][CH2:15][N:14]([CH2:17][CH2:18][CH2:19][CH2:20][NH2:21])[CH2:13][CH2:12]2)[CH:8]=[C:7]([C:22]([F:25])([F:24])[F:23])[N:6]=1)([CH3:4])([CH3:3])[CH3:2].C1N=CN([C:31](N2C=NC=C2)=[O:32])C=1.[Cl:38][C:39]1[CH:44]=[CH:43][CH:42]=[CH:41][C:40]=1[N:45]1[CH2:50][CH2:49][NH:48][CH2:47][CH2:46]1. Product: [C:1]([C:5]1[N:10]=[C:9]([N:11]2[CH2:16][CH2:15][N:14]([CH2:17][CH2:18][CH2:19][CH2:20][NH:21][C:31]([N:48]3[CH2:49][CH2:50][N:45]([C:40]4[CH:41]=[CH:42][CH:43]=[CH:44][C:39]=4[Cl:38])[CH2:46][CH2:47]3)=[O:32])[CH2:13][CH2:12]2)[CH:8]=[C:7]([C:22]([F:24])([F:25])[F:23])[N:6]=1)([CH3:4])([CH3:2])[CH3:3]. The catalyst class is: 147. (4) Reactant: Cl[C:2]1[N:7]=[C:6]([O:8][CH3:9])[N:5]=[C:4]([NH:10][CH2:11][CH2:12][C:13]2[CH:18]=[CH:17][C:16]([O:19][C:20]([F:23])([F:22])[F:21])=[CH:15][CH:14]=2)[CH:3]=1.[NH:24]1[CH2:32][CH2:31][CH2:30][CH:26]([C:27]([OH:29])=[O:28])[CH2:25]1.C([O-])([O-])=O.[K+].[K+]. Product: [CH3:9][O:8][C:6]1[N:7]=[C:2]([N:24]2[CH2:32][CH2:31][CH2:30][CH:26]([C:27]([OH:29])=[O:28])[CH2:25]2)[CH:3]=[C:4]([NH:10][CH2:11][CH2:12][C:13]2[CH:18]=[CH:17][C:16]([O:19][C:20]([F:23])([F:22])[F:21])=[CH:15][CH:14]=2)[N:5]=1. The catalyst class is: 264.